Dataset: Catalyst prediction with 721,799 reactions and 888 catalyst types from USPTO. Task: Predict which catalyst facilitates the given reaction. Reactant: [F:1][C:2]1[C:3]([O:27][CH2:28][CH:29]([CH3:31])[CH3:30])=[CH:4][CH:5]=[C:6]2[C:11]=1[C:10]([CH3:13])([CH3:12])[C:9](=[O:14])[C:8]([C:15]([NH:17][CH2:18][C:19]([O:21]C(C)(C)C)=[O:20])=[O:16])=[C:7]2[OH:26]. Product: [F:1][C:2]1[C:3]([O:27][CH2:28][CH:29]([CH3:31])[CH3:30])=[CH:4][CH:5]=[C:6]2[C:11]=1[C:10]([CH3:13])([CH3:12])[C:9](=[O:14])[C:8]([C:15]([NH:17][CH2:18][C:19]([OH:21])=[O:20])=[O:16])=[C:7]2[OH:26]. The catalyst class is: 67.